From a dataset of Full USPTO retrosynthesis dataset with 1.9M reactions from patents (1976-2016). Predict the reactants needed to synthesize the given product. (1) Given the product [Br:24][C:22]1[CH:21]=[N:20][C:19]2[NH:25][C:4](=[O:3])[CH2:5][N:6]([CH2:7][CH2:8][CH2:9][N:10]3[CH2:15][CH2:14][N:13]([CH3:16])[CH2:12][CH2:11]3)[CH2:17][C:18]=2[CH:23]=1, predict the reactants needed to synthesize it. The reactants are: C([O:3][C:4](=O)[CH2:5][N:6]([CH2:17][C:18]1[C:19]([NH2:25])=[N:20][CH:21]=[C:22]([Br:24])[CH:23]=1)[CH2:7][CH2:8][CH2:9][N:10]1[CH2:15][CH2:14][N:13]([CH3:16])[CH2:12][CH2:11]1)C.[H-].[Na+]. (2) Given the product [CH3:1][N:2]([CH2:13][C:14]1[N:18]([CH2:19][CH:20]2[O:25][CH2:24][CH2:23][NH:22][CH2:21]2)[C:17]2[CH:33]=[CH:34][CH:35]=[CH:36][C:16]=2[N:15]=1)[CH:3]1[C:12]2[N:11]=[CH:10][CH:9]=[CH:8][C:7]=2[CH2:6][CH2:5][CH2:4]1, predict the reactants needed to synthesize it. The reactants are: [CH3:1][N:2]([CH2:13][C:14]1[N:18]([CH2:19][CH:20]2[O:25][CH2:24][CH2:23][N:22](C(OC(C)(C)C)=O)[CH2:21]2)[C:17]2[CH:33]=[CH:34][CH:35]=[CH:36][C:16]=2[N:15]=1)[CH:3]1[C:12]2[N:11]=[CH:10][CH:9]=[CH:8][C:7]=2[CH2:6][CH2:5][CH2:4]1.CN(CC1N(CC2CCNCC2)C2C=CC=CC=2N=1)C1C2N=CC=CC=2CCC1. (3) Given the product [ClH:31].[Cl:31][C:23]1[CH:22]=[C:21]([C:19]2[O:18][N:17]=[C:16]([C:10]3[C:11]([CH3:15])=[C:12]4[C:7](=[CH:8][CH:9]=3)[CH2:6][N:5]([C:3](=[O:4])[CH2:2][NH:41][CH2:40][CH2:38][OH:39])[CH2:14][CH2:13]4)[N:20]=2)[CH:26]=[CH:25][C:24]=1[O:27][CH:28]([CH3:29])[CH3:30], predict the reactants needed to synthesize it. The reactants are: Br[CH2:2][C:3]([N:5]1[CH2:14][CH2:13][C:12]2[C:7](=[CH:8][CH:9]=[C:10]([C:16]3[N:20]=[C:19]([C:21]4[CH:26]=[CH:25][C:24]([O:27][CH:28]([CH3:30])[CH3:29])=[C:23]([Cl:31])[CH:22]=4)[O:18][N:17]=3)[C:11]=2[CH3:15])[CH2:6]1)=[O:4].C(=O)([O-])[O-].[K+].[K+].[CH2:38]([CH2:40][NH2:41])[OH:39].